Predict which catalyst facilitates the given reaction. From a dataset of Catalyst prediction with 721,799 reactions and 888 catalyst types from USPTO. (1) The catalyst class is: 2. Reactant: [CH:1]1[C:6]([N:7]=[C:8]=[O:9])=[CH:5][C:4]2[C:10]([F:17])([F:16])[O:11][C:12]([F:15])([F:14])[O:13][C:3]=2[CH:2]=1.[CH3:18][O:19][C:20]([C:22]1[CH:27]=[C:26]([O:28][C:29]2[CH:34]=[CH:33][CH:32]=[C:31]([NH2:35])[CH:30]=2)[CH:25]=[CH:24][N:23]=1)=[O:21]. Product: [F:14][C:12]1([F:15])[O:13][C:3]2[CH:2]=[CH:1][C:6]([NH:7][C:8]([NH:35][C:31]3[CH:30]=[C:29]([CH:34]=[CH:33][CH:32]=3)[O:28][C:26]3[CH:25]=[CH:24][N:23]=[C:22]([C:20]([O:19][CH3:18])=[O:21])[CH:27]=3)=[O:9])=[CH:5][C:4]=2[C:10]([F:16])([F:17])[O:11]1. (2) Reactant: S(Cl)([Cl:3])=O.[CH3:5][C:6]1[N:7]=[C:8]2[N:16]([C:17]3[C:22]([CH3:23])=[CH:21][C:20]([CH3:24])=[CH:19][C:18]=3[CH3:25])[C:15]3[N:14]=[CH:13][CH:12]=[CH:11][C:10]=3[N:9]2[C:26]=1[CH2:27]O. Product: [Cl:3][CH2:27][C:26]1[N:9]2[C:10]3[CH:11]=[CH:12][CH:13]=[N:14][C:15]=3[N:16]([C:17]3[C:22]([CH3:23])=[CH:21][C:20]([CH3:24])=[CH:19][C:18]=3[CH3:25])[C:8]2=[N:7][C:6]=1[CH3:5]. The catalyst class is: 2. (3) Reactant: [CH:1]([CH:3]1[CH2:6][N:5]([C:7]([O:9][C:10]([CH3:13])([CH3:12])[CH3:11])=[O:8])[CH2:4]1)=O.Cl.[C:15]1([CH:21]2[CH2:23][CH:22]2[NH2:24])[CH:20]=[CH:19][CH:18]=[CH:17][CH:16]=1.C(O)(=O)C.[BH-](OC(C)=O)(OC(C)=O)OC(C)=O.[Na+]. Product: [C:15]1([C@@H:21]2[CH2:23][C@H:22]2[NH:24][CH2:1][CH:3]2[CH2:6][N:5]([C:7]([O:9][C:10]([CH3:13])([CH3:12])[CH3:11])=[O:8])[CH2:4]2)[CH:20]=[CH:19][CH:18]=[CH:17][CH:16]=1. The catalyst class is: 2. (4) Reactant: [CH3:1][O:2][C:3]1[C:11]2[O:10][C:9]([C:12]3[C:13]([NH2:18])=[N:14][CH:15]=[CH:16][CH:17]=3)=[N:8][C:7]=2[CH:6]=[CH:5][CH:4]=1.[Br:19]N1C(=O)CCC1=O. Product: [Br:19][C:16]1[CH:17]=[C:12]([C:9]2[O:10][C:11]3[C:3]([O:2][CH3:1])=[CH:4][CH:5]=[CH:6][C:7]=3[N:8]=2)[C:13]([NH2:18])=[N:14][CH:15]=1. The catalyst class is: 1. (5) Reactant: [F:1][C:2]1[CH:15]=[CH:14][CH:13]=[C:12]([F:16])[C:3]=1[C:4]([NH:6][C:7]1[CH:11]=[CH:10][NH:9][N:8]=1)=[O:5].C(=O)([O-])[O-].[K+].[K+].Br[CH2:24][C:25]1[CH:30]=[CH:29][CH:28]=[CH:27][C:26]=1[O:31][CH2:32][CH2:33][CH2:34][CH3:35]. Product: [CH2:32]([O:31][C:26]1[CH:27]=[CH:28][CH:29]=[CH:30][C:25]=1[CH2:24][N:9]1[CH:10]=[CH:11][C:7]([NH:6][C:4](=[O:5])[C:3]2[C:12]([F:16])=[CH:13][CH:14]=[CH:15][C:2]=2[F:1])=[N:8]1)[CH2:33][CH2:34][CH3:35]. The catalyst class is: 9. (6) Reactant: Cl.[CH3:2][O:3][C:4]1[CH:9]=[CH:8][C:7]([C:10]2([CH2:15][NH:16][C:17]([C:19]3[NH:28][C:22]4=[CH:23][N:24]=[C:25]([Cl:27])[CH:26]=[C:21]4[CH:20]=3)=[O:18])OCC[O:11]2)=[CH:6][CH:5]=1. Product: [CH3:2][O:3][C:4]1[CH:5]=[CH:6][C:7]([C:10](=[O:11])[CH2:15][NH:16][C:17]([C:19]2[NH:28][C:22]3=[CH:23][N:24]=[C:25]([Cl:27])[CH:26]=[C:21]3[CH:20]=2)=[O:18])=[CH:8][CH:9]=1. The catalyst class is: 21. (7) Reactant: Cl[S:2]([CH2:5][CH2:6][CH2:7][NH:8][C:9](=[O:11])[CH3:10])(=[O:4])=[O:3].[OH:12][CH2:13][C:14]([CH3:18])([CH2:16][OH:17])[CH3:15].C(N(CC)CC)C. Product: [C:9]([NH:8][CH2:7][CH2:6][CH2:5][S:2]([O:12][CH2:13][C:14]([CH3:18])([CH3:15])[CH2:16][OH:17])(=[O:4])=[O:3])(=[O:11])[CH3:10]. The catalyst class is: 154.